From a dataset of Full USPTO retrosynthesis dataset with 1.9M reactions from patents (1976-2016). Predict the reactants needed to synthesize the given product. (1) Given the product [BrH:15].[NH:16]=[C:17]1[N:21]([CH2:14][C:12]([C:9]2[CH:10]=[CH:11][C:6]([N:4]3[CH2:5][CH2:1][CH2:2][CH2:3]3)=[CH:7][CH:8]=2)=[O:13])[C:20]2[CH:22]=[CH:23][CH:24]=[CH:25][C:19]=2[S:18]1, predict the reactants needed to synthesize it. The reactants are: [CH2:1]1[CH2:5][N:4]([C:6]2[CH:11]=[CH:10][C:9]([C:12]([CH2:14][Br:15])=[O:13])=[CH:8][CH:7]=2)[CH2:3][CH2:2]1.[NH2:16][C:17]1[S:18][C:19]2[CH2:25][CH2:24][CH2:23][CH2:22][C:20]=2[N:21]=1. (2) Given the product [CH3:22][C:10]1[CH:11]=[CH:12][C:13]([S:16]([NH2:19])(=[O:18])=[O:17])=[CH:14][CH:15]=1, predict the reactants needed to synthesize it. The reactants are: C(N(C(C)C)CC)(C)C.[C:10]1([CH3:22])[CH:15]=[CH:14][C:13]([S:16]([N:19]=C=O)(=[O:18])=[O:17])=[CH:12][CH:11]=1.CNCCCNC.C(O)(=O)CC(CC(O)=O)(C(O)=O)O. (3) Given the product [Cl:1][C:2]1[C:3](=[O:25])[N:4]([CH2:13][CH2:14][C:15]2[CH:24]=[CH:23][C:18]([C:19]([O:21][CH3:22])=[O:20])=[CH:17][CH:16]=2)[C:5]([CH2:9][CH:10]=[O:11])=[C:6]([Cl:8])[CH:7]=1, predict the reactants needed to synthesize it. The reactants are: [Cl:1][C:2]1[C:3](=[O:25])[N:4]([CH2:13][CH2:14][C:15]2[CH:24]=[CH:23][C:18]([C:19]([O:21][CH3:22])=[O:20])=[CH:17][CH:16]=2)[C:5]([CH:9]=[CH:10][O:11]C)=[C:6]([Cl:8])[CH:7]=1.C(O)=O. (4) The reactants are: [C:1]([C:5]1[N:10]=[C:9]([C:11](=[O:13])[CH3:12])[CH:8]=[CH:7][CH:6]=1)([CH3:4])([CH3:3])[CH3:2].[CH3:14][Mg+].[Br-]. Given the product [C:1]([C:5]1[N:10]=[C:9]([C:11]([OH:13])([CH3:14])[CH3:12])[CH:8]=[CH:7][CH:6]=1)([CH3:4])([CH3:2])[CH3:3], predict the reactants needed to synthesize it. (5) The reactants are: Br[C:2]1[CH:3]=[C:4]2[C:9](=[CH:10][CH:11]=1)[N:8]=[C:7]([C:12]1[CH:17]=[CH:16][CH:15]=[C:14]([Cl:18])[CH:13]=1)[N:6]([CH2:19][C:20]([NH:22][CH:23]([CH3:25])[CH3:24])=[O:21])[C:5]2=[O:26].[CH3:27][C:28]1([CH3:44])[C:32]([CH3:34])([CH3:33])[O:31][B:30]([B:30]2[O:31][C:32]([CH3:34])([CH3:33])[C:28]([CH3:44])([CH3:27])[O:29]2)[O:29]1.C([O-])(=O)C.[K+]. Given the product [Cl:18][C:14]1[CH:13]=[C:12]([C:7]2[N:6]([CH2:19][C:20]([NH:22][CH:23]([CH3:25])[CH3:24])=[O:21])[C:5](=[O:26])[C:4]3[C:9](=[CH:10][CH:11]=[C:2]([B:30]4[O:31][C:32]([CH3:34])([CH3:33])[C:28]([CH3:44])([CH3:27])[O:29]4)[CH:3]=3)[N:8]=2)[CH:17]=[CH:16][CH:15]=1, predict the reactants needed to synthesize it. (6) Given the product [Br:1][CH2:20][C:17]1[CH:18]=[C:19]2[C:14](=[C:15]([N+:21]([O-:23])=[O:22])[CH:16]=1)[N:13]=[CH:12][C:11]([C:24]([O:26][CH2:27][CH3:28])=[O:25])=[C:10]2[OH:9], predict the reactants needed to synthesize it. The reactants are: [Br:1]N1C(=O)CCC1=O.[OH:9][C:10]1[C:19]2[C:14](=[C:15]([N+:21]([O-:23])=[O:22])[CH:16]=[C:17]([CH3:20])[CH:18]=2)[N:13]=[CH:12][C:11]=1[C:24]([O:26][CH2:27][CH3:28])=[O:25]. (7) Given the product [C:17]([CH:5]([N:20]([CH3:19])[C:22](=[O:23])[O:24][C:25]([CH3:28])([CH3:27])[CH3:26])[CH2:4][CH2:3][C:2]([CH3:15])([CH3:1])[CH2:7][O:8][CH:9]1[CH2:14][CH2:13][CH2:12][CH2:11][O:10]1)#[N:18], predict the reactants needed to synthesize it. The reactants are: [CH3:1][C:2]([CH3:15])([CH2:7][O:8][CH:9]1[CH2:14][CH2:13][CH2:12][CH2:11][O:10]1)[CH2:3][CH2:4][CH:5]=O.Cl.[CH3:17][NH2:18].[C-:19]#[N:20].[Na+].[C:22](O[C:22]([O:24][C:25]([CH3:28])([CH3:27])[CH3:26])=[O:23])([O:24][C:25]([CH3:28])([CH3:27])[CH3:26])=[O:23].